From a dataset of Forward reaction prediction with 1.9M reactions from USPTO patents (1976-2016). Predict the product of the given reaction. (1) Given the reactants [OH-].[Li+].[OH:3][C:4]1[CH:20]=[C:19]([OH:21])[C:18]([OH:22])=[C:17]([OH:23])[C:5]=1[C:6]1[O:7][C:8]2[C:13]([C:14](=O)[CH:15]=1)=[CH:12][CH:11]=[CH:10][CH:9]=2.C(Cl)(=O)C1C=CC=CC=1.Cl, predict the reaction product. The product is: [OH:23][C:17]1[C:18]([OH:22])=[C:19]([OH:21])[CH:20]=[C:4]2[C:5]=1[C:6](=[O:7])[CH:15]=[C:14]([C:13]1[CH:8]=[CH:9][CH:10]=[CH:11][CH:12]=1)[O:3]2. (2) Given the reactants [NH2:1][C:2]1[C:10]([C:11]2[S:12][CH:13]=[CH:14][CH:15]=2)=[CH:9][CH:8]=[CH:7][C:3]=1[C:4](O)=[O:5].[CH:16]([NH2:18])=O, predict the reaction product. The product is: [S:12]1[CH:13]=[CH:14][CH:15]=[C:11]1[C:10]1[CH:9]=[CH:8][CH:7]=[C:3]2[C:2]=1[N:1]=[CH:16][N:18]=[C:4]2[OH:5]. (3) Given the reactants Br[C:2]1[N:3]=[C:4]([C:9]2[NH:13][C:12]3[CH:14]=[C:15]([CH3:18])[CH:16]=[CH:17][C:11]=3[N:10]=2)[C:5]([NH2:8])=[N:6][CH:7]=1.[CH:19](B(O)O)=[CH:20][CH3:21].C(P(CC)CC)C.C(=O)([O-])[O-].[Na+].[Na+], predict the reaction product. The product is: [CH3:18][C:15]1[CH:16]=[CH:17][C:11]2[N:10]=[C:9]([C:4]3[C:5]([NH2:8])=[N:6][CH:7]=[C:2](/[CH:19]=[CH:20]/[CH3:21])[N:3]=3)[NH:13][C:12]=2[CH:14]=1. (4) Given the reactants C([O:3][C:4]([C:6]1[CH:10]=[C:9]([NH:11][C:12](=[O:17])[C:13]([CH3:16])([CH3:15])[CH3:14])[N:8]([C:18]2[CH:23]=[CH:22][CH:21]=[CH:20][CH:19]=2)[N:7]=1)=[O:5])C.[OH-].[Na+], predict the reaction product. The product is: [CH3:14][C:13]([CH3:16])([CH3:15])[C:12]([NH:11][C:9]1[N:8]([C:18]2[CH:19]=[CH:20][CH:21]=[CH:22][CH:23]=2)[N:7]=[C:6]([C:4]([OH:5])=[O:3])[CH:10]=1)=[O:17].